The task is: Predict the reactants needed to synthesize the given product.. This data is from Full USPTO retrosynthesis dataset with 1.9M reactions from patents (1976-2016). (1) Given the product [NH2:1][CH2:4][CH:5]1[CH2:10][CH:9]([C:11]2[CH:16]=[CH:15][C:14]([C:17]([F:18])([F:20])[F:19])=[CH:13][CH:12]=2)[CH2:8][N:7]([C:21]([N:23]2[CH2:28][CH2:27][O:26][CH2:25][CH2:24]2)=[O:22])[CH2:6]1, predict the reactants needed to synthesize it. The reactants are: [N:1]([CH2:4][CH:5]1[CH2:10][CH:9]([C:11]2[CH:16]=[CH:15][C:14]([C:17]([F:20])([F:19])[F:18])=[CH:13][CH:12]=2)[CH2:8][N:7]([C:21]([N:23]2[CH2:28][CH2:27][O:26][CH2:25][CH2:24]2)=[O:22])[CH2:6]1)=[N+]=[N-]. (2) Given the product [O:1]1[C:6]2[CH:7]=[CH:8][CH:9]=[CH:10][C:5]=2[CH2:4][CH2:3][C@@H:2]1[CH2:11][NH:21][CH2:22][CH2:23][CH2:24][N:25]1[CH2:30][CH2:29][CH2:28][NH:27][C:26]1=[O:31], predict the reactants needed to synthesize it. The reactants are: [O:1]1[C:6]2[CH:7]=[CH:8][CH:9]=[CH:10][C:5]=2[CH2:4][CH2:3][C@@H:2]1[C:11](Cl)=O.[O-2].[Mg+2].S1C=CC=C1.[NH2:21][CH2:22][CH2:23][CH2:24][N:25]1[CH2:30][CH2:29][CH2:28][NH:27][C:26]1=[O:31]. (3) Given the product [F:1][C:2]([F:13])([F:12])[C:3]([CH:16]1[CH2:17][CH:18]2[CH:14]([CH2:19]2)[C:15]1=[O:20])=[O:4], predict the reactants needed to synthesize it. The reactants are: [F:1][C:2]([F:13])([F:12])[C:3](C1C(=O)CC2C1C2)=[O:4].[CH:14]12[CH2:19][CH:18]1[CH2:17][CH2:16][C:15]2=[O:20]. (4) The reactants are: [Br:1][C:2]1[CH:7]=[C:6]([CH:8]2[CH2:12][CH2:11][CH2:10][CH2:9]2)[C:5]([O:13][CH3:14])=[CH:4][C:3]=1[N+:15]([O-])=O.O. Given the product [Br:1][C:2]1[CH:7]=[C:6]([CH:8]2[CH2:12][CH2:11][CH2:10][CH2:9]2)[C:5]([O:13][CH3:14])=[CH:4][C:3]=1[NH2:15], predict the reactants needed to synthesize it. (5) Given the product [Cl:12][C:7]1[CH:6]=[C:5]([CH:4]2[CH2:17][CH2:1][O:2][C:3]2=[O:13])[CH:10]=[CH:9][C:8]=1[Cl:11], predict the reactants needed to synthesize it. The reactants are: [CH3:1][O:2][C:3](=[O:13])[CH2:4][C:5]1[CH:10]=[CH:9][C:8]([Cl:11])=[C:7]([Cl:12])[CH:6]=1.[H-].[Na+].Br[CH2:17]COC1CCCCO1.